Dataset: Peptide-MHC class I binding affinity with 185,985 pairs from IEDB/IMGT. Task: Regression. Given a peptide amino acid sequence and an MHC pseudo amino acid sequence, predict their binding affinity value. This is MHC class I binding data. The MHC is HLA-A24:03 with pseudo-sequence HLA-A24:03. The binding affinity (normalized) is 0.0847. The peptide sequence is ALIVAIWDK.